From a dataset of Peptide-MHC class I binding affinity with 185,985 pairs from IEDB/IMGT. Regression. Given a peptide amino acid sequence and an MHC pseudo amino acid sequence, predict their binding affinity value. This is MHC class I binding data. The peptide sequence is VVNYDNSTK. The MHC is HLA-A69:01 with pseudo-sequence HLA-A69:01. The binding affinity (normalized) is 0.0847.